From a dataset of Reaction yield outcomes from USPTO patents with 853,638 reactions. Predict the reaction yield, written as a fraction of the theoretical maximum amount of product (1.0 means a 100% yield; for example, 0.34 means a 34% yield). The reactants are [CH3:1][O:2][CH2:3][CH2:4][O:5][CH2:6][CH2:7][O:8][CH2:9][CH2:10][O:11][CH2:12][CH2:13][O:14][CH2:15][CH2:16][O:17][CH2:18][CH2:19][O:20][CH2:21][CH2:22][OH:23].[CH3:24][S:25](Cl)(=[O:27])=[O:26].[OH-:29].[NH4+:30]. No catalyst specified. The product is [CH3:24][S:25]([OH:27])(=[O:29])=[O:26].[CH3:1][O:2][CH:3]([NH2:30])[CH2:4][O:5][CH2:6][CH2:7][O:8][CH2:9][CH2:10][O:11][CH2:12][CH2:13][O:14][CH2:15][CH2:16][O:17][CH2:18][CH2:19][O:20][CH2:21][CH2:22][OH:23]. The yield is 0.960.